From a dataset of Reaction yield outcomes from USPTO patents with 853,638 reactions. Predict the reaction yield, written as a fraction of the theoretical maximum amount of product (1.0 means a 100% yield; for example, 0.34 means a 34% yield). (1) The reactants are [NH:1]1[C:9]2[C:4](=[CH:5][C:6]([C:10]3[C:15]([CH:16]([CH2:21][CH2:22][CH3:23])[C:17]([O:19]C)=[O:18])=[C:14]([CH3:24])[N:13]=[C:12]([C:25]4[CH:30]=[CH:29][CH:28]=[CH:27][CH:26]=4)[N:11]=3)=[CH:7][CH:8]=2)[CH:3]=[CH:2]1.[OH-].[Na+]. The catalyst is CO. The product is [NH:1]1[C:9]2[C:4](=[CH:5][C:6]([C:10]3[C:15]([CH:16]([CH2:21][CH2:22][CH3:23])[C:17]([OH:19])=[O:18])=[C:14]([CH3:24])[N:13]=[C:12]([C:25]4[CH:26]=[CH:27][CH:28]=[CH:29][CH:30]=4)[N:11]=3)=[CH:7][CH:8]=2)[CH:3]=[CH:2]1. The yield is 0.480. (2) The reactants are [CH:1]([C:3]1[N:4]([CH:8]2[CH2:13][CH2:12][N:11]([C:14]([O:16][C:17]([CH3:20])([CH3:19])[CH3:18])=[O:15])[CH2:10][CH2:9]2)[CH:5]=[CH:6][N:7]=1)=[O:2].[BH4-].[Na+]. The catalyst is CO. The product is [OH:2][CH2:1][C:3]1[N:4]([CH:8]2[CH2:9][CH2:10][N:11]([C:14]([O:16][C:17]([CH3:20])([CH3:19])[CH3:18])=[O:15])[CH2:12][CH2:13]2)[CH:5]=[CH:6][N:7]=1. The yield is 0.830.